This data is from Reaction yield outcomes from USPTO patents with 853,638 reactions. The task is: Predict the reaction yield, written as a fraction of the theoretical maximum amount of product (1.0 means a 100% yield; for example, 0.34 means a 34% yield). The reactants are I[C:2]1[CH:3]=[C:4]([CH:7]=[CH:8][CH:9]=1)[CH2:5][NH2:6].[CH2:10]([OH:13])[C:11]#[CH:12]. The catalyst is C(NCC)C.Cl[Pd](Cl)([P](C1C=CC=CC=1)(C1C=CC=CC=1)C1C=CC=CC=1)[P](C1C=CC=CC=1)(C1C=CC=CC=1)C1C=CC=CC=1. The product is [OH:13][CH2:10][C:11]#[C:12][C:2]1[CH:3]=[C:4]([CH:7]=[CH:8][CH:9]=1)[CH2:5][NH2:6]. The yield is 0.900.